Dataset: Reaction yield outcomes from USPTO patents with 853,638 reactions. Task: Predict the reaction yield, written as a fraction of the theoretical maximum amount of product (1.0 means a 100% yield; for example, 0.34 means a 34% yield). (1) The reactants are [Cl:1][C:2]1[CH:7]=[CH:6][CH:5]=[C:4]([Cl:8])[C:3]=1[NH:9][C:10]([NH:12][C:13]1[S:14][C:15]([C:21]2[CH:26]=[CH:25][CH:24]=[C:23]([O:27][CH3:28])[CH:22]=2)=[CH:16][C:17]=1[C:18]([OH:20])=O)=[O:11].CN(C(ON1N=NC2C=CC=NC1=2)=[N+](C)C)C.F[P-](F)(F)(F)(F)F.CCN(C(C)C)C(C)C.Cl.[NH2:63][C@@H:64]([CH:69]1[CH2:74][CH2:73][CH2:72][CH2:71][CH2:70]1)[C:65]([O:67][CH3:68])=[O:66]. The catalyst is CN(C=O)C. The product is [CH:69]1([C@H:64]([NH:63][C:18]([C:17]2[CH:16]=[C:15]([C:21]3[CH:26]=[CH:25][CH:24]=[C:23]([O:27][CH3:28])[CH:22]=3)[S:14][C:13]=2[NH:12][C:10]([NH:9][C:3]2[C:2]([Cl:1])=[CH:7][CH:6]=[CH:5][C:4]=2[Cl:8])=[O:11])=[O:20])[C:65]([O:67][CH3:68])=[O:66])[CH2:74][CH2:73][CH2:72][CH2:71][CH2:70]1. The yield is 0.750. (2) The catalyst is [Pd].C(OCC)(=O)C. The product is [NH2:1][C:4]1[CH:21]=[CH:20][C:7]2[N:8]=[C:9]([NH:11][C:12](=[O:19])[C:13]3[CH:18]=[CH:17][CH:16]=[CH:15][CH:14]=3)[S:10][C:6]=2[CH:5]=1. The reactants are [N+:1]([C:4]1[CH:21]=[CH:20][C:7]2[N:8]=[C:9]([NH:11][C:12](=[O:19])[C:13]3[CH:18]=[CH:17][CH:16]=[CH:15][CH:14]=3)[S:10][C:6]=2[CH:5]=1)([O-])=O.CN(C)C=O. The yield is 0.930. (3) The reactants are C(O[C:6]([N:8]1[CH2:12][CH2:11][C@H:10]([CH2:13][NH:14][C:15](=[O:24])[O:16][CH2:17][C:18]2[CH:23]=[CH:22][CH:21]=[CH:20][CH:19]=2)[CH2:9]1)=O)(C)(C)C.Cl.ClC1[C:36]2[C:31](=[CH:32][C:33]([CH3:37])=[CH:34][CH:35]=2)[N:30]=[C:29]([C:38]2[CH:43]=[CH:42][CH:41]=[CH:40][C:39]=2[OH:44])[N:28]=1.C(N(CC)CC)C. The catalyst is O1CCOCC1.C(Cl)Cl. The product is [OH:44][C:39]1[CH:40]=[CH:41][CH:42]=[CH:43][C:38]=1[C:29]1[N:28]=[C:6]([N:8]2[CH2:12][CH2:11][C@H:10]([CH2:13][NH:14][C:15](=[O:24])[O:16][CH2:17][C:18]3[CH:19]=[CH:20][CH:21]=[CH:22][CH:23]=3)[CH2:9]2)[C:36]2[C:31](=[CH:32][C:33]([CH3:37])=[CH:34][CH:35]=2)[N:30]=1. The yield is 0.680. (4) The reactants are Br[C:2]1[CH:3]=[C:4]([CH3:8])[CH:5]=[CH:6][CH:7]=1.[CH2:9]([Li])[CH2:10][CH2:11][CH3:12].[C:14](Cl)(=[O:24])[C:15]1[CH:23]=[CH:22][CH:21]=[C:17]([C:18](Cl)=[O:19])[CH:16]=1.O1C[CH2:29][CH2:28][CH2:27]1. No catalyst specified. The product is [CH3:12][C:11]1[CH:27]=[C:28]([CH:29]=[CH:9][CH:10]=1)[C:14]([C:15]1[CH:23]=[CH:22][CH:21]=[C:17]([C:18](=[O:19])[C:6]2[CH:7]=[CH:2][CH:3]=[C:4]([CH3:8])[CH:5]=2)[CH:16]=1)=[O:24]. The yield is 0.720.